Dataset: Reaction yield outcomes from USPTO patents with 853,638 reactions. Task: Predict the reaction yield, written as a fraction of the theoretical maximum amount of product (1.0 means a 100% yield; for example, 0.34 means a 34% yield). (1) The reactants are C(OC([N:8]1[CH2:11][CH:10]([S:12]([C:15]2[CH:20]=[CH:19][C:18]([C:21]3[C:26]([Cl:27])=[CH:25][C:24]([NH:28][C:29]4[N:33]=[C:32]([NH2:34])[NH:31][N:30]=4)=[CH:23][C:22]=3[C:35]([F:38])([F:37])[F:36])=[CH:17][CH:16]=2)(=[O:14])=[O:13])[CH2:9]1)=O)(C)(C)C.Cl. The catalyst is C(Cl)Cl. The product is [ClH:27].[NH:8]1[CH2:9][CH:10]([S:12]([C:15]2[CH:16]=[CH:17][C:18]([C:21]3[C:26]([Cl:27])=[CH:25][C:24]([NH:28][C:29]4[N:33]=[C:32]([NH2:34])[NH:31][N:30]=4)=[CH:23][C:22]=3[C:35]([F:36])([F:38])[F:37])=[CH:19][CH:20]=2)(=[O:13])=[O:14])[CH2:11]1. The yield is 0.980. (2) The reactants are [CH3:1][N:2]([CH2:4][C:5]1[CH:10]=[CH:9][C:8]([CH:11]2[CH:20]([C:21]3[CH:26]=[CH:25][C:24]([CH:27]([CH3:29])[CH3:28])=[CH:23][CH:22]=3)[C:19](=O)[C:18]3[C:17]([C:31]([O:33]CC)=O)=[CH:16][CH:15]=[CH:14][C:13]=3[NH:12]2)=[CH:7][CH:6]=1)[CH3:3].O.[NH2:37][NH2:38]. The catalyst is CO. The product is [CH3:1][N:2]([CH2:4][C:5]1[CH:10]=[CH:9][C:8]([CH:11]2[NH:12][C:13]3[C:18]4[C:19](=[N:37][NH:38][C:31](=[O:33])[C:17]=4[CH:16]=[CH:15][CH:14]=3)[CH:20]2[C:21]2[CH:22]=[CH:23][C:24]([CH:27]([CH3:28])[CH3:29])=[CH:25][CH:26]=2)=[CH:7][CH:6]=1)[CH3:3]. The yield is 0.370. (3) The reactants are C([O:4][C@H:5]1[C@@H:9]2[O:10][Si:11]([CH:25]([CH3:27])[CH3:26])([CH:22]([CH3:24])[CH3:23])[O:12][Si:13]([CH:19]([CH3:21])[CH3:20])([CH:16]([CH3:18])[CH3:17])[O:14][CH2:15][C@H:8]2[O:7][C@H:6]1[N:28]1[CH:36]=[N:35][C:34]2[C:29]1=[N:30][CH:31]=[N:32][C:33]=2[Cl:37])(=O)C. The catalyst is N.CO. The product is [Cl:37][C:33]1[N:32]=[CH:31][N:30]=[C:29]2[C:34]=1[N:35]=[CH:36][N:28]2[C@@H:6]1[O:7][C@H:8]2[C@@H:9]([O:10][Si:11]([CH:22]([CH3:24])[CH3:23])([CH:25]([CH3:27])[CH3:26])[O:12][Si:13]([CH:19]([CH3:20])[CH3:21])([CH:16]([CH3:17])[CH3:18])[O:14][CH2:15]2)[C@@H:5]1[OH:4]. The yield is 0.920. (4) The reactants are [Cl:1][C:2]1[CH:10]=[C:6]([C:7]([OH:9])=O)[C:5]([OH:11])=[CH:4][CH:3]=1.[NH2:12][C:13]1[S:14][CH:15]=[C:16]([C:18]2[CH:23]=[C:22]([C:24]([F:27])([F:26])[F:25])[CH:21]=[C:20]([C:28]([F:31])([F:30])[F:29])[CH:19]=2)[N:17]=1.P(Cl)(Cl)Cl.ClC1C=CC=CC=1. The catalyst is O. The product is [Cl:1][C:2]1[CH:3]=[CH:4][C:5]([OH:11])=[C:6]([CH:10]=1)[C:7]([NH:12][C:13]1[S:14][CH:15]=[C:16]([C:18]2[CH:19]=[C:20]([C:28]([F:29])([F:30])[F:31])[CH:21]=[C:22]([C:24]([F:27])([F:25])[F:26])[CH:23]=2)[N:17]=1)=[O:9]. The yield is 0.235. (5) The reactants are [Cl:1][C:2]1[CH:7]=[C:6]2[NH:8][C:9](=[O:30])[C:10]3([CH:15]([C:16]4[CH:21]=[CH:20][C:19]([Cl:22])=[CH:18][CH:17]=4)[CH2:14][CH2:13][NH:12][CH:11]3[C:23]3[CH:28]=[CH:27][CH:26]=[C:25]([F:29])[CH:24]=3)[C:5]2=[CH:4][CH:3]=1.[N:31]([C:34]1[CH:35]=[C:36]([CH:39]=[CH:40][CH:41]=1)[C:37]#[N:38])=[C:32]=[O:33]. The catalyst is ClCCl. The product is [Cl:1][C:2]1[CH:7]=[C:6]2[NH:8][C:9](=[O:30])[C:10]3([CH:15]([C:16]4[CH:17]=[CH:18][C:19]([Cl:22])=[CH:20][CH:21]=4)[CH2:14][CH2:13][N:12]([C:32]([NH:31][C:34]4[CH:41]=[CH:40][CH:39]=[C:36]([C:37]#[N:38])[CH:35]=4)=[O:33])[CH:11]3[C:23]3[CH:28]=[CH:27][CH:26]=[C:25]([F:29])[CH:24]=3)[C:5]2=[CH:4][CH:3]=1. The yield is 0.299. (6) The yield is 1.00. The reactants are [CH2:1]([C:8]1[CH:15]=[CH:14][C:11]([CH:12]=[O:13])=[C:10]([O:16]C)[CH:9]=1)[C:2]1[CH:7]=[CH:6][CH:5]=[CH:4][CH:3]=1.[Na+].[I-]. The catalyst is CC#N.CCOC(C)=O. The product is [CH2:1]([C:8]1[CH:15]=[CH:14][C:11]([CH:12]=[O:13])=[C:10]([OH:16])[CH:9]=1)[C:2]1[CH:3]=[CH:4][CH:5]=[CH:6][CH:7]=1. (7) The reactants are [Cl:1][C:2]1[C:7]([F:8])=[C:6](Cl)[N:5]=[C:4]([S:10][CH3:11])[N:3]=1.C(N(CC)CC)C.O.[NH2:20][NH2:21]. The catalyst is CS(C)=O.O. The product is [Cl:1][C:2]1[C:7]([F:8])=[C:6]([NH:20][NH2:21])[N:5]=[C:4]([S:10][CH3:11])[N:3]=1. The yield is 0.590.